This data is from Peptide-MHC class I binding affinity with 185,985 pairs from IEDB/IMGT. The task is: Regression. Given a peptide amino acid sequence and an MHC pseudo amino acid sequence, predict their binding affinity value. This is MHC class I binding data. The peptide sequence is IYWHGRDN. The MHC is HLA-B27:05 with pseudo-sequence HLA-B27:05. The binding affinity (normalized) is 0.